This data is from Full USPTO retrosynthesis dataset with 1.9M reactions from patents (1976-2016). The task is: Predict the reactants needed to synthesize the given product. (1) Given the product [CH3:9][C:8]([O:7][C:5]([C:4]1[CH:3]=[C:2]([F:1])[C:14]([CH3:15])=[C:13]([B:22]([OH:25])[OH:23])[CH:12]=1)=[O:6])([CH3:11])[CH3:10], predict the reactants needed to synthesize it. The reactants are: [F:1][C:2]1[CH:3]=[C:4]([CH:12]=[C:13](I)[C:14]=1[CH3:15])[C:5]([O:7][C:8]([CH3:11])([CH3:10])[CH3:9])=[O:6].C([Mg]Cl)(C)C.[B:22](OC)([O:25]C)[O:23]C. (2) The reactants are: [C:1]([O:5][C:6]([N:8]([CH3:14])[C@H:9]([C:11]([OH:13])=O)[CH3:10])=[O:7])([CH3:4])([CH3:3])[CH3:2].ON1C2C=CC=CC=2N=N1.Cl.CN(C)CCCN=C=NCC.[NH2:37][C@@H:38]([C:66]1[CH:71]=[CH:70][CH:69]=[CH:68][CH:67]=1)[C:39]([N:41]1[C@H:46]([C:47]([NH:49][C@H:50]2[C:59]3[C:54](=[CH:55][CH:56]=[CH:57][CH:58]=3)[O:53][CH2:52][CH2:51]2)=[O:48])[CH2:45][N:44]2[CH2:60][C@H:61]([O:63][CH2:64][CH3:65])[CH2:62][C@@H:43]2[CH2:42]1)=[O:40].C(N(CC)C(C)C)(C)C. Given the product [C:1]([O:5][C:6](=[O:7])[N:8]([C@@H:9]([CH3:10])[C:11]([NH:37][C@@H:38]([C:66]1[CH:67]=[CH:68][CH:69]=[CH:70][CH:71]=1)[C:39]([N:41]1[C@H:46]([C:47](=[O:48])[NH:49][C@H:50]2[C:59]3[C:54](=[CH:55][CH:56]=[CH:57][CH:58]=3)[O:53][CH2:52][CH2:51]2)[CH2:45][N:44]2[CH2:60][C@H:61]([O:63][CH2:64][CH3:65])[CH2:62][C@@H:43]2[CH2:42]1)=[O:40])=[O:13])[CH3:14])([CH3:2])([CH3:3])[CH3:4], predict the reactants needed to synthesize it. (3) Given the product [C:1]([O:4][C@@H:5]1[C@@H:13]([C@@:14]2([CH3:34])[CH2:19][CH2:18][C@H:17]([O:20][C:21](=[O:23])[CH3:22])[CH2:16][C@@H:15]2[CH2:24][CH2:25][OH:26])[CH2:12][CH2:11][C@@:10]2([CH3:35])[C@H:6]1[CH2:7][CH2:8][C:9]2=[CH2:36])(=[O:3])[CH3:2], predict the reactants needed to synthesize it. The reactants are: [C:1]([O:4][C@@H:5]1[C@@H:13]([C@@:14]2([CH3:34])[CH2:19][CH2:18][C@H:17]([O:20][C:21](=[O:23])[CH3:22])[CH2:16][C@@H:15]2[CH2:24][CH2:25][O:26][Si](C(C)(C)C)(C)C)[CH2:12][CH2:11][C@@:10]2([CH3:35])[C@H:6]1[CH2:7][CH2:8][C:9]2=[CH2:36])(=[O:3])[CH3:2].CCCC[N+](CCCC)(CCCC)CCCC.[F-]. (4) The reactants are: [F:1][CH:2]([F:10])[C:3]1[CH:8]=[CH:7][C:6](I)=[CH:5][CH:4]=1.C([Mg]Cl)(C)C.[B:16](OC)([O:19]C)[O:17]C. Given the product [F:1][CH:2]([F:10])[C:3]1[CH:8]=[CH:7][C:6]([B:16]([OH:19])[OH:17])=[CH:5][CH:4]=1, predict the reactants needed to synthesize it. (5) The reactants are: C=C.[CH2:3]=[CH:4][CH3:5].[C:6]1([CH3:12])[CH:11]=[CH:10][CH:9]=[CH:8][CH:7]=1. Given the product [CH2:12]([C:6]1[CH:11]=[CH:10][CH:9]=[CH:8][CH:7]=1)[CH2:3][CH3:4].[CH2:12]([C:6]1[CH:11]=[CH:10][CH:9]=[CH:8][CH:7]=1)[CH:4]([CH3:5])[CH3:3], predict the reactants needed to synthesize it. (6) Given the product [CH3:7][C:5]1[N:6]=[C:2]([N:19]2[CH2:24][CH2:23][NH:22][CH2:21][CH2:20]2)[S:3][C:4]=1[C:8]([O:10][CH2:11][CH3:12])=[O:9], predict the reactants needed to synthesize it. The reactants are: Br[C:2]1[S:3][C:4]([C:8]([O:10][CH2:11][CH3:12])=[O:9])=[C:5]([CH3:7])[N:6]=1.C(=O)([O-])[O-].[K+].[K+].[NH:19]1[CH2:24][CH2:23][NH:22][CH2:21][CH2:20]1. (7) Given the product [F:23][C:24]1[C:25]([O:26][CH2:27][O:28][CH2:29][CH2:30][Si:31]([CH3:32])([CH3:34])[CH3:33])=[CH:35][C:36]([CH2:48][C:49]([F:52])([F:51])[F:50])=[C:37]([C:2]2[N:7]=[C:6]3[N:8]([CH:11]4[CH2:16][CH2:15][CH2:14][CH2:13][O:12]4)[N:9]=[CH:10][C:5]3=[C:4]([NH:17][CH2:18][CH:19]([CH3:22])[CH2:20][OH:21])[N:3]=2)[CH:38]=1, predict the reactants needed to synthesize it. The reactants are: Cl[C:2]1[N:7]=[C:6]2[N:8]([CH:11]3[CH2:16][CH2:15][CH2:14][CH2:13][O:12]3)[N:9]=[CH:10][C:5]2=[C:4]([NH:17][CH2:18][CH:19]([CH3:22])[CH2:20][OH:21])[N:3]=1.[F:23][C:24]1[CH:38]=[C:37](B2OC(C)(C)C(C)(C)O2)[C:36]([CH2:48][C:49]([F:52])([F:51])[F:50])=[CH:35][C:25]=1[O:26][CH2:27][O:28][CH2:29][CH2:30][Si:31]([CH3:34])([CH3:33])[CH3:32]. (8) Given the product [Cl:1][C:2]1[N:3]=[C:4]([NH:21][CH2:13][CH2:14][C:15]2[CH:20]=[CH:19][CH:18]=[CH:17][CH:16]=2)[C:5]2[CH:10]=[C:9]([CH3:11])[S:8][C:6]=2[N:7]=1, predict the reactants needed to synthesize it. The reactants are: [Cl:1][C:2]1[N:3]=[C:4](Cl)[C:5]2[CH:10]=[C:9]([CH3:11])[S:8][C:6]=2[N:7]=1.[CH2:13]([NH2:21])[CH2:14][C:15]1[CH:20]=[CH:19][CH:18]=[CH:17][CH:16]=1.C(=O)([O-])[O-].[K+].[K+].O. (9) Given the product [F:23][C:22]([F:24])([F:25])[O:21][C:17]1[CH:16]=[CH:15][C:14]2[N:13]3[CH2:26][CH2:27][NH:28][CH2:10][C:12]3=[CH:20][C:19]=2[CH:18]=1, predict the reactants needed to synthesize it. The reactants are: [H-].[Al+3].[Li+].[H-].[H-].[H-].C(O[C:10]([C:12]1[N:13]([CH2:26][C:27]#[N:28])[C:14]2[C:19]([CH:20]=1)=[CH:18][C:17]([O:21][C:22]([F:25])([F:24])[F:23])=[CH:16][CH:15]=2)=O)C.C(C(C(C([O-])=O)O)O)([O-])=O.[K+].[Na+].